Dataset: Full USPTO retrosynthesis dataset with 1.9M reactions from patents (1976-2016). Task: Predict the reactants needed to synthesize the given product. (1) Given the product [F:1][C:2]1[CH:7]=[CH:6][C:5]([CH2:8][CH2:9][N:10]([CH3:21])[S:11]([C:14]2[CH:18]=[C:17]([Cl:19])[S:16][CH:15]=2)(=[O:13])=[O:12])=[CH:4][CH:3]=1, predict the reactants needed to synthesize it. The reactants are: [F:1][C:2]1[CH:7]=[CH:6][C:5]([CH2:8][CH2:9][N:10]([CH3:21])[S:11]([C:14]2[CH:18]=[C:17]([Cl:19])[S:16][C:15]=2Cl)(=[O:13])=[O:12])=[CH:4][CH:3]=1.[Cl-].[NH4+]. (2) Given the product [CH:12]1([NH:11][C:4]2[C:5]3[O:10][CH:9]=[CH:8][C:6]=3[N:7]=[C:2]([NH:15][C:16]3[CH:24]=[C:23]4[C:19]([CH:20]=[N:21][N:22]4[C:25]([O:27][C:28]([CH3:31])([CH3:30])[CH3:29])=[O:26])=[CH:18][CH:17]=3)[N:3]=2)[CH2:14][CH2:13]1, predict the reactants needed to synthesize it. The reactants are: Cl[C:2]1[N:3]=[C:4]([NH:11][CH:12]2[CH2:14][CH2:13]2)[C:5]2[O:10][CH:9]=[CH:8][C:6]=2[N:7]=1.[NH2:15][C:16]1[CH:24]=[C:23]2[C:19]([CH:20]=[N:21][N:22]2[C:25]([O:27][C:28]([CH3:31])([CH3:30])[CH3:29])=[O:26])=[CH:18][CH:17]=1.C([O-])([O-])=O.[K+].[K+].CC(C1C=C(C(C)C)C(C2C=CC=CC=2P(C2CCCCC2)C2CCCCC2)=C(C(C)C)C=1)C. (3) Given the product [CH2:14]([NH:16][C:2]1[CH:10]=[CH:9][C:5]([C:6]([OH:8])=[O:7])=[CH:4][C:3]=1[N+:11]([O-:13])=[O:12])[CH3:15], predict the reactants needed to synthesize it. The reactants are: F[C:2]1[CH:10]=[CH:9][C:5]([C:6]([OH:8])=[O:7])=[CH:4][C:3]=1[N+:11]([O-:13])=[O:12].[CH2:14]([NH2:16])[CH3:15]. (4) Given the product [F:1][C:2]([F:7])([F:6])[C:3]([OH:5])=[O:4].[F:1][C:2]([F:7])([F:6])[C:3]([OH:5])=[O:4].[NH2:14][CH2:15][C:16]1[CH:21]=[CH:20][C:19]([Cl:22])=[CH:18][C:17]=1[CH2:23][NH:24][C:25]([C@@H:27]1[CH2:31][CH2:30][CH2:29][N:28]1[C:32]([C:34]1([OH:44])[CH2:43][CH2:42][CH2:41][C:40]2[CH:39]=[N:38][CH:37]=[CH:36][C:35]1=2)=[O:33])=[O:26], predict the reactants needed to synthesize it. The reactants are: [F:1][C:2]([F:7])([F:6])[C:3]([OH:5])=[O:4].C(OC(=O)[NH:14][CH2:15][C:16]1[CH:21]=[CH:20][C:19]([Cl:22])=[CH:18][C:17]=1[CH2:23][NH:24][C:25]([C@@H:27]1[CH2:31][CH2:30][CH2:29][N:28]1[C:32]([C:34]1([OH:44])[CH2:43][CH2:42][CH2:41][C:40]2[CH:39]=[N:38][CH:37]=[CH:36][C:35]1=2)=[O:33])=[O:26])(C)(C)C. (5) The reactants are: [C:1]([O:5][C:6]([N:8]1[CH2:13][CH2:12][N:11]([S:14]([CH3:17])(=[O:16])=[O:15])[CH:10]([CH:18]=O)[CH2:9]1)=[O:7])([CH3:4])([CH3:3])[CH3:2].Cl.[CH3:21][NH:22][CH3:23]. Given the product [C:1]([O:5][C:6]([N:8]1[CH2:13][CH2:12][N:11]([S:14]([CH3:17])(=[O:16])=[O:15])[CH:10]([CH2:18][N:22]([CH3:23])[CH3:21])[CH2:9]1)=[O:7])([CH3:4])([CH3:3])[CH3:2], predict the reactants needed to synthesize it. (6) Given the product [F:1][C:2]1[CH:7]=[CH:6][CH:5]=[C:4]([O:8][CH2:30][CH2:29][F:28])[C:3]=1[CH:9]1[N:13]([CH2:14][C:15]2[CH:16]=[CH:17][C:18]([O:21][C:22]([F:24])([F:25])[F:23])=[CH:19][CH:20]=2)[C:12](=[O:26])[CH:11]([OH:27])[CH2:10]1, predict the reactants needed to synthesize it. The reactants are: [F:1][C:2]1[CH:7]=[CH:6][CH:5]=[C:4]([OH:8])[C:3]=1[CH:9]1[N:13]([CH2:14][C:15]2[CH:20]=[CH:19][C:18]([O:21][C:22]([F:25])([F:24])[F:23])=[CH:17][CH:16]=2)[C:12](=[O:26])[CH:11]([OH:27])[CH2:10]1.[F:28][CH2:29][CH2:30]I.C(=O)([O-])[O-].[K+].[K+].C(=O)([O-])[O-].[Cs+].[Cs+]. (7) Given the product [CH:24]1([NH:27][C:3]([C:5]2[N:6]=[CH:7][C:8]3[C:9](=[O:23])[N:10]([CH2:16][C:17]4[CH:22]=[CH:21][CH:20]=[CH:19][CH:18]=4)[CH:11]=[CH:12][C:13]=3[C:14]=2[OH:15])=[O:4])[CH2:26][CH2:25]1, predict the reactants needed to synthesize it. The reactants are: CO[C:3]([C:5]1[N:6]=[CH:7][C:8]2[C:9](=[O:23])[N:10]([CH2:16][C:17]3[CH:22]=[CH:21][CH:20]=[CH:19][CH:18]=3)[CH:11]=[CH:12][C:13]=2[C:14]=1[OH:15])=[O:4].[CH:24]1([NH2:27])[CH2:26][CH2:25]1.C(O)(=O)C.O.